This data is from NCI-60 drug combinations with 297,098 pairs across 59 cell lines. The task is: Regression. Given two drug SMILES strings and cell line genomic features, predict the synergy score measuring deviation from expected non-interaction effect. (1) Drug 1: C1=NC2=C(N1)C(=S)N=CN2. Drug 2: C1=NC2=C(N=C(N=C2N1C3C(C(C(O3)CO)O)F)Cl)N. Cell line: COLO 205. Synergy scores: CSS=11.2, Synergy_ZIP=-6.67, Synergy_Bliss=-1.58, Synergy_Loewe=-23.1, Synergy_HSA=-3.00. (2) Drug 1: CCC1(CC2CC(C3=C(CCN(C2)C1)C4=CC=CC=C4N3)(C5=C(C=C6C(=C5)C78CCN9C7C(C=CC9)(C(C(C8N6C=O)(C(=O)OC)O)OC(=O)C)CC)OC)C(=O)OC)O.OS(=O)(=O)O. Drug 2: CC(C)NC(=O)C1=CC=C(C=C1)CNNC.Cl. Cell line: SNB-19. Synergy scores: CSS=35.9, Synergy_ZIP=-1.77, Synergy_Bliss=0.101, Synergy_Loewe=-40.1, Synergy_HSA=-2.23. (3) Drug 1: CC(C1=C(C=CC(=C1Cl)F)Cl)OC2=C(N=CC(=C2)C3=CN(N=C3)C4CCNCC4)N. Drug 2: C1=CC=C(C=C1)NC(=O)CCCCCCC(=O)NO. Cell line: HOP-92. Synergy scores: CSS=15.5, Synergy_ZIP=-4.01, Synergy_Bliss=-6.93, Synergy_Loewe=-5.22, Synergy_HSA=-5.07. (4) Drug 1: CC1=C2C(C(=O)C3(C(CC4C(C3C(C(C2(C)C)(CC1OC(=O)C(C(C5=CC=CC=C5)NC(=O)OC(C)(C)C)O)O)OC(=O)C6=CC=CC=C6)(CO4)OC(=O)C)OC)C)OC. Drug 2: CS(=O)(=O)OCCCCOS(=O)(=O)C. Cell line: MCF7. Synergy scores: CSS=31.4, Synergy_ZIP=-2.06, Synergy_Bliss=-2.47, Synergy_Loewe=-12.6, Synergy_HSA=-0.389. (5) Drug 1: CC1=CC2C(CCC3(C2CCC3(C(=O)C)OC(=O)C)C)C4(C1=CC(=O)CC4)C. Synergy scores: CSS=18.7, Synergy_ZIP=1.50, Synergy_Bliss=2.63, Synergy_Loewe=-15.1, Synergy_HSA=2.17. Drug 2: C1=CC(=CC=C1CCCC(=O)O)N(CCCl)CCCl. Cell line: NCI-H460. (6) Drug 1: CC(C)(C#N)C1=CC(=CC(=C1)CN2C=NC=N2)C(C)(C)C#N. Drug 2: C#CCC(CC1=CN=C2C(=N1)C(=NC(=N2)N)N)C3=CC=C(C=C3)C(=O)NC(CCC(=O)O)C(=O)O. Cell line: K-562. Synergy scores: CSS=18.7, Synergy_ZIP=5.24, Synergy_Bliss=5.38, Synergy_Loewe=4.25, Synergy_HSA=4.38. (7) Drug 1: C1=NC(=NC(=O)N1C2C(C(C(O2)CO)O)O)N. Drug 2: CN1C2=C(C=C(C=C2)N(CCCl)CCCl)N=C1CCCC(=O)O.Cl. Cell line: OVCAR-8. Synergy scores: CSS=23.5, Synergy_ZIP=-5.97, Synergy_Bliss=-3.68, Synergy_Loewe=-9.11, Synergy_HSA=-2.20. (8) Drug 1: C1=CC(=CC=C1CCC2=CNC3=C2C(=O)NC(=N3)N)C(=O)NC(CCC(=O)O)C(=O)O. Drug 2: C1=NC2=C(N1)C(=S)N=CN2. Cell line: SNB-19. Synergy scores: CSS=33.8, Synergy_ZIP=-1.80, Synergy_Bliss=-1.05, Synergy_Loewe=-8.98, Synergy_HSA=2.40.